This data is from Catalyst prediction with 721,799 reactions and 888 catalyst types from USPTO. The task is: Predict which catalyst facilitates the given reaction. (1) Reactant: [O:1]=[C:2]1[CH2:6][CH2:5][CH2:4][CH:3]1[C:7]([O:9][CH3:10])=[O:8].[CH:11]([C:13]([CH3:15])=[O:14])=[CH2:12].C(N(CC)CC)C. Product: [O:1]=[C:2]1[CH2:6][CH2:5][CH2:4][C:3]1([CH2:12][CH2:11][C:13](=[O:14])[CH3:15])[C:7]([O:9][CH3:10])=[O:8]. The catalyst class is: 260. (2) Reactant: [CH:1]1([C:4]([N:6]2[CH2:11][CH2:10][N:9]([C:12]3[N:17]=[CH:16][C:15]([C:18]4[NH:19][C:20](=[O:29])[C:21]5[C:26]([CH:27]=4)=[C:25]([OH:28])[CH:24]=[CH:23][CH:22]=5)=[CH:14][N:13]=3)[CH2:8][CH2:7]2)=[O:5])[CH2:3][CH2:2]1.CCN(CC)CC.[F:37][C:38]([F:51])([F:50])[S:39](O[S:39]([C:38]([F:51])([F:50])[F:37])(=[O:41])=[O:40])(=[O:41])=[O:40]. Product: [CH:1]1([C:4]([N:6]2[CH2:11][CH2:10][N:9]([C:12]3[N:17]=[CH:16][C:15]([C:18]4[NH:19][C:20](=[O:29])[C:21]5[C:26]([CH:27]=4)=[C:25]([O:28][S:39]([C:38]([F:51])([F:50])[F:37])(=[O:41])=[O:40])[CH:24]=[CH:23][CH:22]=5)=[CH:14][N:13]=3)[CH2:8][CH2:7]2)=[O:5])[CH2:2][CH2:3]1. The catalyst class is: 2. (3) Product: [CH:7]1[C:8]2[C:3](=[C:2]([NH:1][CH:29]3[CH2:28][CH2:27][N:26]([C:19]([O:21][C:22]([CH3:25])([CH3:24])[CH3:23])=[O:20])[CH2:30]3)[CH:11]=[CH:10][CH:9]=2)[CH:4]=[CH:5][N:6]=1. Reactant: [NH2:1][C:2]1[CH:11]=[CH:10][CH:9]=[C:8]2[C:3]=1[CH:4]=[CH:5][N:6]=[CH:7]2.FC(F)(F)C(O)=O.[C:19]([N:26]1[CH2:30][CH2:29][C:28](=O)[CH2:27]1)([O:21][C:22]([CH3:25])([CH3:24])[CH3:23])=[O:20].C(O[BH-](OC(=O)C)OC(=O)C)(=O)C.[Na+]. The catalyst class is: 7. (4) Reactant: [NH:1]1[CH2:5][CH2:4][C@@H:3]([NH:6][C:7](=[O:22])[CH2:8][C:9]2[NH:13][C:12]3[CH:14]=[CH:15][CH:16]=[C:17]([C:18]([F:21])([F:20])[F:19])[C:11]=3[N:10]=2)[CH2:2]1.[O:23]1[CH2:28][CH2:27][C:26](=O)[CH2:25][CH2:24]1.C(O[BH-](OC(=O)C)OC(=O)C)(=O)C.[Na+].C([O-])(O)=O.[Na+]. Product: [O:23]1[CH2:28][CH2:27][CH:26]([N:1]2[CH2:5][CH2:4][C@@H:3]([NH:6][C:7](=[O:22])[CH2:8][C:9]3[NH:10][C:11]4[C:17]([C:18]([F:19])([F:20])[F:21])=[CH:16][CH:15]=[CH:14][C:12]=4[N:13]=3)[CH2:2]2)[CH2:25][CH2:24]1. The catalyst class is: 138.